This data is from Forward reaction prediction with 1.9M reactions from USPTO patents (1976-2016). The task is: Predict the product of the given reaction. Given the reactants [C:1]([C:5]1[CH:24]=[CH:23][C:8]([C:9]([NH:11][C:12](=[S:22])[NH:13][C:14]2[CH:19]=[C:18]([CH3:20])[CH:17]=[CH:16][C:15]=2[Cl:21])=[O:10])=[CH:7][CH:6]=1)([CH3:4])([CH3:3])[CH3:2].C(=O)([O-])[O-].[K+].[K+].I[CH2:32][CH3:33], predict the reaction product. The product is: [C:1]([C:5]1[CH:6]=[CH:7][C:8]([C:9]([N:11]=[C:12]([NH:13][C:14]2[CH:19]=[C:18]([CH3:20])[CH:17]=[CH:16][C:15]=2[Cl:21])[S:22][CH2:32][CH3:33])=[O:10])=[CH:23][CH:24]=1)([CH3:4])([CH3:2])[CH3:3].